This data is from Peptide-MHC class I binding affinity with 185,985 pairs from IEDB/IMGT. The task is: Regression. Given a peptide amino acid sequence and an MHC pseudo amino acid sequence, predict their binding affinity value. This is MHC class I binding data. (1) The peptide sequence is HVDGKILFV. The MHC is HLA-A33:01 with pseudo-sequence HLA-A33:01. The binding affinity (normalized) is 0. (2) The MHC is HLA-A02:11 with pseudo-sequence HLA-A02:11. The peptide sequence is YMIKLAKEV. The binding affinity (normalized) is 1.00. (3) The peptide sequence is IVTDFSVIK. The MHC is HLA-A02:01 with pseudo-sequence HLA-A02:01. The binding affinity (normalized) is 0.227. (4) The peptide sequence is NISKKFSAI. The MHC is HLA-B08:01 with pseudo-sequence HLA-B08:01. The binding affinity (normalized) is 0.906. (5) The peptide sequence is SQVPKLLLW. The MHC is HLA-B15:01 with pseudo-sequence HLA-B15:01. The binding affinity (normalized) is 0. (6) The peptide sequence is IFVSLVKKNK. The MHC is HLA-A68:01 with pseudo-sequence HLA-A68:01. The binding affinity (normalized) is 0.628.